Predict the reaction yield, written as a fraction of the theoretical maximum amount of product (1.0 means a 100% yield; for example, 0.34 means a 34% yield). From a dataset of Reaction yield outcomes from USPTO patents with 853,638 reactions. (1) The reactants are [CH2:1]([N:8]1[C:16]2[C:11](=[CH:12][CH:13]=[C:14]([C:17]3[CH:22]=[CH:21][CH:20]=[CH:19][CH:18]=3)[CH:15]=2)[C:10]([C:23](=[O:29])[C:24]([O:26]CC)=[O:25])=[CH:9]1)[C:2]1[CH:7]=[CH:6][CH:5]=[CH:4][CH:3]=1.[OH-].[K+]. The catalyst is C1COCC1.O. The product is [CH2:1]([N:8]1[C:16]2[C:11](=[CH:12][CH:13]=[C:14]([C:17]3[CH:18]=[CH:19][CH:20]=[CH:21][CH:22]=3)[CH:15]=2)[C:10]([C:23](=[O:29])[C:24]([OH:26])=[O:25])=[CH:9]1)[C:2]1[CH:3]=[CH:4][CH:5]=[CH:6][CH:7]=1. The yield is 0.700. (2) The catalyst is CN(C=O)C. The reactants are [OH:1][C:2]1[CH:11]=[C:10]2[C:5]([C:6]([O:12][C:13]3[CH:14]=[C:15]4[C:19](=[CH:20][CH:21]=3)[NH:18][CH:17]=[C:16]4[CH3:22])=[N:7][CH:8]=[N:9]2)=[CH:4][C:3]=1[O:23][CH3:24].C(=O)([O-])[O-].[K+].[K+].CC1C=CC(S(O[CH2:42][CH:43]2[CH2:48][CH2:47][N:46]([C:49]([O:51][C:52]([CH3:55])([CH3:54])[CH3:53])=[O:50])[CH2:45][CH2:44]2)(=O)=O)=CC=1. The product is [CH3:24][O:23][C:3]1[CH:4]=[C:5]2[C:10](=[CH:11][C:2]=1[O:1][CH2:42][CH:43]1[CH2:48][CH2:47][N:46]([C:49]([O:51][C:52]([CH3:53])([CH3:55])[CH3:54])=[O:50])[CH2:45][CH2:44]1)[N:9]=[CH:8][N:7]=[C:6]2[O:12][C:13]1[CH:14]=[C:15]2[C:19](=[CH:20][CH:21]=1)[NH:18][CH:17]=[C:16]2[CH3:22]. The yield is 0.630. (3) The reactants are [Cl:1][C:2]1[CH:7]=[CH:6][C:5]([C:8]2[O:9][C:10]3[CH:20]=[C:19]([N:21]([C:26]4[CH:31]=[CH:30][C:29]([B:32]5[O:36]C(C)(C)C(C)(C)[O:33]5)=[C:28]([C:41]#[N:42])[CH:27]=4)[S:22]([CH3:25])(=[O:24])=[O:23])[C:18]([CH:43]4[CH2:45][CH2:44]4)=[CH:17][C:11]=3[C:12]=2[C:13]([NH:15][CH3:16])=[O:14])=[CH:4][CH:3]=1.Cl.I([O-])(=O)(=O)=O.[Na+]. The catalyst is O1CCCC1. The product is [Cl:1][C:2]1[CH:7]=[CH:6][C:5]([C:8]2[O:9][C:10]3[CH:20]=[C:19]([N:21]([C:26]4[CH:31]=[CH:30][C:29]([B:32]([OH:36])[OH:33])=[C:28]([C:41]#[N:42])[CH:27]=4)[S:22]([CH3:25])(=[O:23])=[O:24])[C:18]([CH:43]4[CH2:44][CH2:45]4)=[CH:17][C:11]=3[C:12]=2[C:13](=[O:14])[NH:15][CH3:16])=[CH:4][CH:3]=1. The yield is 0.620. (4) The reactants are Cl[C:2]1[C:7]([N+:8]([O-:10])=[O:9])=[CH:6][CH:5]=[C:4]([O:11][CH3:12])[N:3]=1.[CH3:13][O:14][C:15](=[O:20])[CH:16]([CH3:19])[CH2:17][NH2:18].C(=O)([O-])[O-].[K+].[K+]. The catalyst is O1CCCC1. The product is [CH3:13][O:14][C:15](=[O:20])[CH:16]([CH3:19])[CH2:17][NH:18][C:2]1[C:7]([N+:8]([O-:10])=[O:9])=[CH:6][CH:5]=[C:4]([O:11][CH3:12])[N:3]=1. The yield is 0.970. (5) The reactants are O.[OH-].[Li+].C[O:5][C:6](=[O:39])[CH2:7][C:8]1[C:17]([CH3:18])=[C:16]([C:19]2[CH:24]=[CH:23][C:22]([S:25](=[O:37])(=[O:36])[NH:26][CH2:27][C:28]3[CH:33]=[CH:32][C:31]([O:34][CH3:35])=[CH:30][CH:29]=3)=[CH:21][CH:20]=2)[C:15]2[C:10](=[CH:11][CH:12]=[C:13]([Cl:38])[CH:14]=2)[CH:9]=1.C1COCC1.O. The catalyst is CCCCCC. The product is [Cl:38][C:13]1[CH:14]=[C:15]2[C:10](=[CH:11][CH:12]=1)[CH:9]=[C:8]([CH2:7][C:6]([OH:39])=[O:5])[C:17]([CH3:18])=[C:16]2[C:19]1[CH:20]=[CH:21][C:22]([S:25](=[O:36])(=[O:37])[NH:26][CH2:27][C:28]2[CH:29]=[CH:30][C:31]([O:34][CH3:35])=[CH:32][CH:33]=2)=[CH:23][CH:24]=1. The yield is 0.980. (6) The reactants are Br[C:2]1[C:7]([N:8]([CH2:23][O:24][CH3:25])[S:9]([C:12]2[CH:17]=[CH:16][C:15]([Cl:18])=[C:14]([C:19]([F:22])([F:21])[F:20])[CH:13]=2)(=[O:11])=[O:10])=[CH:6][C:5]([CH3:26])=[CH:4][N:3]=1.C([Mg]Cl)(C)C.[Cl:32][C:33]1[CH:40]=[CH:39][C:38]([N+:41]([O-:43])=[O:42])=[CH:37][C:34]=1[CH:35]=[O:36]. The catalyst is C1COCC1. The product is [Cl:18][C:15]1[CH:16]=[CH:17][C:12]([S:9]([N:8]([C:7]2[C:2]([CH:35]([C:34]3[CH:37]=[C:38]([N+:41]([O-:43])=[O:42])[CH:39]=[CH:40][C:33]=3[Cl:32])[OH:36])=[N:3][CH:4]=[C:5]([CH3:26])[CH:6]=2)[CH2:23][O:24][CH3:25])(=[O:11])=[O:10])=[CH:13][C:14]=1[C:19]([F:22])([F:21])[F:20]. The yield is 0.760. (7) The reactants are [CH3:1][C@@H:2]1[CH2:7][NH:6][CH2:5][CH2:4][NH:3]1.[CH3:8][C:9]([O:12][C:13](O[C:13]([O:12][C:9]([CH3:11])([CH3:10])[CH3:8])=[O:14])=[O:14])([CH3:11])[CH3:10]. The catalyst is C(Cl)Cl. The product is [CH3:1][C@H:2]1[NH:3][CH2:4][CH2:5][N:6]([C:13]([O:12][C:9]([CH3:11])([CH3:10])[CH3:8])=[O:14])[CH2:7]1. The yield is 0.500. (8) The reactants are [CH3:1][C:2]12[O:9][CH2:8][C:5]([CH2:10][OH:11])([CH2:6][O:7]1)[CH2:4][O:3]2.[H-].[Na+].Cl[C:15]1[CH:20]=[CH:19][N+:18]([O-:21])=[C:17]([CH3:22])[C:16]=1[CH3:23]. The catalyst is CS(C)=O. The product is [CH3:22][C:17]1[C:16]([CH3:23])=[C:15]([O:11][CH2:10][C:5]23[CH2:4][O:3][C:2]([CH3:1])([O:7][CH2:6]2)[O:9][CH2:8]3)[CH:20]=[CH:19][N+:18]=1[O-:21]. The yield is 0.810. (9) The reactants are C(OC([NH:11][C@@H:12]([CH3:32])[CH:13]([C:22]1([C:25](OC(C)(C)C)=[O:26])[CH2:24][CH2:23]1)[O:14][Si:15]([C:18]([CH3:21])([CH3:20])[CH3:19])([CH3:17])[CH3:16])=O)C1C=CC=CC=1. The catalyst is CO.[C].[Pd]. The product is [Si:15]([O:14][CH:13]1[C:22]2([CH2:24][CH2:23]2)[C:25](=[O:26])[NH:11][C@H:12]1[CH3:32])([C:18]([CH3:21])([CH3:20])[CH3:19])([CH3:17])[CH3:16]. The yield is 0.600. (10) The reactants are [CH2:1]([NH2:8])[C:2]1[CH:7]=[CH:6][CH:5]=[CH:4][CH:3]=1.CC1(C)[O:17][C:16](=O)[C:13]2([CH2:15][CH2:14]2)[C:12](=[O:19])[O:11]1. The catalyst is C(O)C. The product is [CH2:1]([N:8]1[CH2:15][CH2:14][CH:13]([C:12]([OH:19])=[O:11])[C:16]1=[O:17])[C:2]1[CH:7]=[CH:6][CH:5]=[CH:4][CH:3]=1. The yield is 0.790.